This data is from Full USPTO retrosynthesis dataset with 1.9M reactions from patents (1976-2016). The task is: Predict the reactants needed to synthesize the given product. (1) Given the product [O:9]=[C:7]([CH:4]1[CH2:3][CH2:2][O:1][CH2:6][CH2:5]1)[CH2:14][C:15]#[N:16], predict the reactants needed to synthesize it. The reactants are: [O:1]1[CH2:6][CH2:5][CH:4]([C:7]([O:9]C)=O)[CH2:3][CH2:2]1.CC(C)C(=O)[CH2:14][C:15]#[N:16]. (2) The reactants are: C1([O:7][S:8](=O)(=[O:10])[NH2:9])C=CC=CC=1.[F:12][C:13]([F:20])([F:19])[CH2:14][C:15]1([OH:18])[CH2:17][CH2:16]1. Given the product [F:12][C:13]([F:20])([F:19])[CH2:14][C:15]1([O:18][S:8](=[O:10])(=[O:7])[NH2:9])[CH2:17][CH2:16]1, predict the reactants needed to synthesize it. (3) The reactants are: [CH3:1][C:2]1([O:29][Si:30]([CH:37]([CH3:39])[CH3:38])([CH:34]([CH3:36])[CH3:35])[CH:31]([CH3:33])[CH3:32])[CH2:7][CH2:6][N:5]([C:8]2[N:12]3[CH:13]=[C:14]([O:17][C@H:18]4[C:27]5[C:22](=[CH:23][CH:24]=[CH:25][CH:26]=5)[C@@H:21]([NH2:28])[CH2:20][CH2:19]4)[CH:15]=[CH:16][C:11]3=[N:10][N:9]=2)[CH2:4][CH2:3]1.ClC(Cl)(Cl)C[O:43][C:44](=O)[NH:45][C:46]1[N:47]([C:55]2[CH:60]=[CH:59][C:58]([CH3:61])=[CH:57][CH:56]=2)[N:48]=[C:49]([C:51]([CH3:54])([CH3:53])[CH3:52])[CH:50]=1.CCN(C(C)C)C(C)C. Given the product [C:51]([C:49]1[CH:50]=[C:46]([NH:45][C:44]([NH:28][C@@H:21]2[C:22]3[C:27](=[CH:26][CH:25]=[CH:24][CH:23]=3)[C@H:18]([O:17][C:14]3[CH:15]=[CH:16][C:11]4[N:12]([C:8]([N:5]5[CH2:6][CH2:7][C:2]([CH3:1])([O:29][Si:30]([CH:34]([CH3:36])[CH3:35])([CH:31]([CH3:33])[CH3:32])[CH:37]([CH3:39])[CH3:38])[CH2:3][CH2:4]5)=[N:9][N:10]=4)[CH:13]=3)[CH2:19][CH2:20]2)=[O:43])[N:47]([C:55]2[CH:60]=[CH:59][C:58]([CH3:61])=[CH:57][CH:56]=2)[N:48]=1)([CH3:54])([CH3:52])[CH3:53], predict the reactants needed to synthesize it. (4) Given the product [OH:16][CH:10]1[CH2:9][C:6]2[C:5](=[CH:4][C:3]([C:1]#[N:2])=[CH:8][CH:7]=2)[NH:17][C:11]1=[O:12], predict the reactants needed to synthesize it. The reactants are: [C:1]([C:3]1[CH:8]=[CH:7][C:6]([CH2:9][C:10](=[O:16])[C:11](OCC)=[O:12])=[C:5]([N+:17]([O-])=O)[CH:4]=1)#[N:2].C(#N)C.[BH4-].[Na+].